Dataset: Forward reaction prediction with 1.9M reactions from USPTO patents (1976-2016). Task: Predict the product of the given reaction. (1) The product is: [CH2:19]([O:26][C:27]1[N:28]=[CH:29][C:30]([C:2]2[CH:7]=[CH:6][C:5]([NH:8][C:9](=[O:15])[O:10][C:11]([CH3:14])([CH3:13])[CH3:12])=[CH:4][C:3]=2[N+:16]([O-:18])=[O:17])=[CH:31][CH:32]=1)[C:20]1[CH:21]=[CH:22][CH:23]=[CH:24][CH:25]=1. Given the reactants Cl[C:2]1[CH:7]=[CH:6][C:5]([NH:8][C:9](=[O:15])[O:10][C:11]([CH3:14])([CH3:13])[CH3:12])=[CH:4][C:3]=1[N+:16]([O-:18])=[O:17].[CH2:19]([O:26][C:27]1[CH:32]=[CH:31][C:30](B2OC(C)(C)C(C)(C)O2)=[CH:29][N:28]=1)[C:20]1[CH:25]=[CH:24][CH:23]=[CH:22][CH:21]=1.O1CCOCC1.C([O-])([O-])=O.[Na+].[Na+], predict the reaction product. (2) The product is: [C:26]([O:25][C:23]([N:18]1[C:19]2[C:15](=[C:14]([F:13])[CH:22]=[CH:21][CH:20]=2)[CH:16]=[C:17]1[B:30]([OH:35])[OH:31])=[O:24])([CH3:29])([CH3:28])[CH3:27]. Given the reactants C(NC(C)C)(C)C.[Li]CCCC.[F:13][C:14]1[CH:22]=[CH:21][CH:20]=[C:19]2[C:15]=1[CH:16]=[CH:17][N:18]2[C:23]([O:25][C:26]([CH3:29])([CH3:28])[CH3:27])=[O:24].[B:30](OC(C)C)([O:35]C(C)C)[O:31]C(C)C.Cl, predict the reaction product. (3) The product is: [C:2]([C@@:4]1([CH:27]2[CH2:29][CH2:28]2)[CH2:8][CH2:7][N:6]([C:9]2[CH:14]=[CH:13][N:12]=[C:11]([NH:15][C:16]3[CH:21]=[C:20]([CH2:22][C:23]([NH2:32])=[O:25])[CH:19]=[CH:18][N:17]=3)[CH:10]=2)[C:5]1=[O:26])#[N:3]. Given the reactants Cl.[C:2]([C@@:4]1([CH:27]2[CH2:29][CH2:28]2)[CH2:8][CH2:7][N:6]([C:9]2[CH:14]=[CH:13][N:12]=[C:11]([NH:15][C:16]3[CH:21]=[C:20]([CH2:22][C:23]([OH:25])=O)[CH:19]=[CH:18][N:17]=3)[CH:10]=2)[C:5]1=[O:26])#[N:3].C([N:32]=C=NCCCN(C)C)C.[NH4+].ON1C2C=CC=CC=2N=N1.C(=O)(O)[O-].[Na+], predict the reaction product. (4) Given the reactants [CH3:1][C@H:2]1[CH2:11][C@H:10]([NH:12][C:13]2[CH:18]=[CH:17][CH:16]=[CH:15][CH:14]=2)[C:9]2[C:4](=[CH:5][CH:6]=[CH:7][CH:8]=2)[N:3]1[C:19](=[O:21])[CH3:20].[F:22][C:23]1[CH:31]=[CH:30][C:26]([C:27](Cl)=[O:28])=[CH:25][CH:24]=1.N1C=CC=CC=1, predict the reaction product. The product is: [C:19]([N:3]1[C:4]2[C:9](=[CH:8][CH:7]=[CH:6][CH:5]=2)[C@@H:10]([N:12]([C:13]2[CH:14]=[CH:15][CH:16]=[CH:17][CH:18]=2)[C:27](=[O:28])[C:26]2[CH:30]=[CH:31][C:23]([F:22])=[CH:24][CH:25]=2)[CH2:11][C@@H:2]1[CH3:1])(=[O:21])[CH3:20].